This data is from Full USPTO retrosynthesis dataset with 1.9M reactions from patents (1976-2016). The task is: Predict the reactants needed to synthesize the given product. (1) The reactants are: [C:1]1([N:7]2[CH:11]=[C:10]([C:12]3[CH2:13][CH2:14][NH:15][CH2:16][CH:17]=3)[N:9]=[N:8]2)[CH:6]=[CH:5][CH:4]=[CH:3][CH:2]=1.Cl[C:19]([O:21][CH:22]([CH3:24])[CH3:23])=[O:20].CO. Given the product [C:1]1([N:7]2[CH:11]=[C:10]([C:12]3[CH2:13][CH2:14][N:15]([C:19]([O:21][CH:22]([CH3:24])[CH3:23])=[O:20])[CH2:16][CH:17]=3)[N:9]=[N:8]2)[CH:2]=[CH:3][CH:4]=[CH:5][CH:6]=1, predict the reactants needed to synthesize it. (2) Given the product [C:30]([C:23]1([NH:22][C:20](=[O:21])[CH:19]([NH:18][C:7](=[N:6][C:4](=[O:5])[NH:3][CH2:1][CH3:2])[C:8]2[CH:9]=[CH:10][CH:11]=[CH:12][CH:13]=2)[CH2:32][CH:33]2[CH2:34][CH2:35][CH2:36][CH2:37][CH2:38]2)[CH2:24][CH2:25][N:26]([CH3:29])[CH2:27][CH2:28]1)#[N:31], predict the reactants needed to synthesize it. The reactants are: [CH2:1]([NH:3][C:4]([N:6]=[C:7](OC)[C:8]1[CH:13]=[CH:12][CH:11]=[CH:10][CH:9]=1)=[O:5])[CH3:2].Cl.Cl.[NH2:18][CH:19]([CH2:32][CH:33]1[CH2:38][CH2:37][CH2:36][CH2:35][CH2:34]1)[C:20]([NH:22][C:23]1([C:30]#[N:31])[CH2:28][CH2:27][N:26]([CH3:29])[CH2:25][CH2:24]1)=[O:21].C(N(CC)C(C)C)(C)C. (3) Given the product [NH2:1][C:4]1[CH:9]=[CH:8][C:7]([C:10]2[O:11][C:12]3[CH:18]=[CH:17][C:16]([NH2:19])=[CH:15][C:13]=3[CH:14]=2)=[CH:6][CH:5]=1, predict the reactants needed to synthesize it. The reactants are: [N+:1]([C:4]1[CH:9]=[CH:8][C:7]([C:10]2[O:11][C:12]3[CH:18]=[CH:17][C:16]([N+:19]([O-])=O)=[CH:15][C:13]=3[CH:14]=2)=[CH:6][CH:5]=1)([O-])=O.Cl.O1CCOCC1. (4) Given the product [NH2:1][C:2]1[C:12]([Br:13])=[CH:11][C:10]([Br:14])=[CH:9][C:3]=1[C:4]([NH:6][N:7]([CH3:8])[C:22]([O:24][CH3:25])=[O:23])=[O:5], predict the reactants needed to synthesize it. The reactants are: [NH2:1][C:2]1[C:12]([Br:13])=[CH:11][C:10]([Br:14])=[CH:9][C:3]=1[C:4]([NH:6][NH:7][CH3:8])=[O:5].N1C=CC=CC=1.Cl[C:22]([O:24][CH3:25])=[O:23]. (5) Given the product [NH2:8][CH:9]([CH2:10][CH3:11])[C:12]([C:14]1[O:15][C:16]2[CH:22]=[CH:21][CH:20]=[CH:19][C:17]=2[N:18]=1)=[O:13], predict the reactants needed to synthesize it. The reactants are: Cl.C(OC(=O)[NH:8][CH:9]([C:12]([C:14]1[O:15][C:16]2[CH:22]=[CH:21][CH:20]=[CH:19][C:17]=2[N:18]=1)=[O:13])[CH2:10][CH3:11])(C)(C)C.